Dataset: Reaction yield outcomes from USPTO patents with 853,638 reactions. Task: Predict the reaction yield, written as a fraction of the theoretical maximum amount of product (1.0 means a 100% yield; for example, 0.34 means a 34% yield). The reactants are [Br:1][C:2]1[CH:7]=[CH:6][C:5]([F:8])=[CH:4][C:3]=1[CH2:9][OH:10].N1C=CN=C1.Cl[Si:17]([CH:24]([CH3:26])[CH3:25])([CH:21]([CH3:23])[CH3:22])[CH:18]([CH3:20])[CH3:19].O. The catalyst is CN(C)C=O.CN(C)C1C=CN=CC=1. The product is [Br:1][C:2]1[CH:7]=[CH:6][C:5]([F:8])=[CH:4][C:3]=1[CH2:9][O:10][Si:17]([CH:24]([CH3:26])[CH3:25])([CH:21]([CH3:23])[CH3:22])[CH:18]([CH3:20])[CH3:19]. The yield is 0.930.